This data is from Peptide-MHC class I binding affinity with 185,985 pairs from IEDB/IMGT. The task is: Regression. Given a peptide amino acid sequence and an MHC pseudo amino acid sequence, predict their binding affinity value. This is MHC class I binding data. (1) The peptide sequence is LNWFEIWIV. The MHC is HLA-A25:01 with pseudo-sequence HLA-A25:01. The binding affinity (normalized) is 0.0847. (2) The peptide sequence is IPVHPRHPY. The MHC is HLA-B15:42 with pseudo-sequence HLA-B15:42. The binding affinity (normalized) is 0.213. (3) The peptide sequence is YRFRKSSKK. The MHC is HLA-A02:06 with pseudo-sequence HLA-A02:06. The binding affinity (normalized) is 0.0847. (4) The peptide sequence is NMSFRDLGR. The MHC is HLA-A33:01 with pseudo-sequence HLA-A33:01. The binding affinity (normalized) is 0.797. (5) The peptide sequence is AASPMLYQLL. The MHC is HLA-A02:01 with pseudo-sequence HLA-A02:01. The binding affinity (normalized) is 0.106.